Dataset: Forward reaction prediction with 1.9M reactions from USPTO patents (1976-2016). Task: Predict the product of the given reaction. Given the reactants [Li][CH2:2][CH2:3][CH2:4][CH3:5].[CH2:6]1[CH2:10][O:9][CH2:8][CH2:7]1, predict the reaction product. The product is: [CH3:2][CH:3]([C:4]#[CH:5])[CH2:8][O:9][CH2:10][C:6]1[CH:7]=[CH:5][CH:4]=[CH:3][CH:2]=1.